From a dataset of Experimentally validated miRNA-target interactions with 360,000+ pairs, plus equal number of negative samples. Binary Classification. Given a miRNA mature sequence and a target amino acid sequence, predict their likelihood of interaction. The miRNA is hsa-miR-6816-3p with sequence GAAGGACCUGCACCUUCG. The protein sequence of the target gene is MELSADYLREKLRQDLEAEHVEVEDTTLNRCATSFRVLVVSAKFEGKPLLQRHRLVNECLAEELPHIHAFEQKTLTPEQWTRQRRE. Result: 0 (no interaction).